This data is from Catalyst prediction with 721,799 reactions and 888 catalyst types from USPTO. The task is: Predict which catalyst facilitates the given reaction. (1) Reactant: C(OC([N:8]1[CH2:13][CH2:12][CH:11]([NH:14][CH2:15][C:16]2[O:17][C:18]([N+:21]([O-:23])=[O:22])=[CH:19][CH:20]=2)[CH2:10][CH2:9]1)=O)(C)(C)C.Cl. Product: [N+:21]([C:18]1[O:17][C:16]([CH2:15][NH:14][CH:11]2[CH2:10][CH2:9][NH:8][CH2:13][CH2:12]2)=[CH:20][CH:19]=1)([O-:23])=[O:22]. The catalyst class is: 135. (2) Reactant: [H-].[Na+].[Br:3][C:4]1[CH:9]=[CH:8][C:7]([SH:10])=[CH:6][CH:5]=1.[CH2:11]([N:18]1[C:27]2[C:22](=[CH:23][CH:24]=[CH:25][N:26]=2)[C:21](Cl)=[CH:20][C:19]1=[O:29])[C:12]1[CH:17]=[CH:16][CH:15]=[CH:14][CH:13]=1. Product: [CH2:11]([N:18]1[C:27]2[C:22](=[CH:23][CH:24]=[CH:25][N:26]=2)[C:21]([S:10][C:7]2[CH:8]=[CH:9][C:4]([Br:3])=[CH:5][CH:6]=2)=[CH:20][C:19]1=[O:29])[C:12]1[CH:13]=[CH:14][CH:15]=[CH:16][CH:17]=1. The catalyst class is: 3. (3) The catalyst class is: 7. Reactant: [Br:1][C:2]1[CH:3]=[CH:4][C:5]([N:8]2[CH:12]=[C:11]([CH2:13][CH2:14][CH2:15][OH:16])[C:10]([CH:17]([CH2:20][CH3:21])[CH2:18][CH3:19])=[N:9]2)=[N:6][CH:7]=1.[CH2:22]([C:24]1[C:25](O)=[C:26]([CH2:30][C:31]([O:33][CH3:34])=[O:32])[CH:27]=[CH:28][CH:29]=1)[CH3:23].C(P(CCCC)CCCC)CCC.N(C(N1CCCCC1)=O)=NC(N1CCCCC1)=O. Product: [Br:1][C:2]1[CH:3]=[CH:4][C:5]([N:8]2[CH:12]=[C:11]([CH2:13][CH2:14][CH2:15][O:16][C:25]3[C:24]([CH2:22][CH3:23])=[CH:29][CH:28]=[CH:27][C:26]=3[CH2:30][C:31]([O:33][CH3:34])=[O:32])[C:10]([CH:17]([CH2:20][CH3:21])[CH2:18][CH3:19])=[N:9]2)=[N:6][CH:7]=1. (4) Reactant: Cl[C:2]1[C:3]2[C:4](=[CH:20][N:21](CC3C=CC(OC)=CC=3)[N:22]=2)[N:5]=[C:6]([C:8]2[CH:13]=[CH:12][CH:11]=[C:10]([S:14]([F:19])([F:18])([F:17])([F:16])[F:15])[CH:9]=2)[N:7]=1.[O:32]1[CH2:37][CH2:36][N:35]([C:38]2[CH:44]=[CH:43][C:41]([NH2:42])=[CH:40][CH:39]=2)[CH2:34][CH2:33]1.Cl. The catalyst class is: 71. Product: [F:16][S:14]([F:19])([F:17])([F:15])([F:18])[C:10]1[CH:9]=[C:8]([C:6]2[N:7]=[C:2]([NH:42][C:41]3[CH:40]=[CH:39][C:38]([N:35]4[CH2:36][CH2:37][O:32][CH2:33][CH2:34]4)=[CH:44][CH:43]=3)[C:3]3[NH:22][N:21]=[CH:20][C:4]=3[N:5]=2)[CH:13]=[CH:12][CH:11]=1. (5) Reactant: [NH2:1][C:2]1[C:3]2[N:4]([C:18]([N:21]3[CH2:26][CH2:25][O:24][CH2:23][CH2:22]3)=[CH:19][N:20]=2)[CH:5]=[C:6]([C:10]2[CH:15]=[CH:14][C:13]([Cl:16])=[CH:12][C:11]=2[Cl:17])[C:7]=1[C:8]#[N:9].B.C1COCC1.Cl.CO. Product: [NH2:9][CH2:8][C:7]1[C:6]([C:10]2[CH:15]=[CH:14][C:13]([Cl:16])=[CH:12][C:11]=2[Cl:17])=[CH:5][N:4]2[C:18]([N:21]3[CH2:26][CH2:25][O:24][CH2:23][CH2:22]3)=[CH:19][N:20]=[C:3]2[C:2]=1[NH2:1]. The catalyst class is: 523. (6) Reactant: [N:1]1([C:8]2[CH:13]=[CH:12][C:11]([N:14]3[CH:23]=[CH:22][C:21]4[C:16](=[CH:17][CH:18]=[C:19]([O:24][CH2:25][C@@H:26]5[CH2:30][CH2:29][CH2:28][O:27]5)[CH:20]=4)[C:15]3=[O:31])=[CH:10][C:9]=2[O:32][CH3:33])[CH2:7][CH2:6][CH2:5][NH:4][CH2:3][CH2:2]1.Br[CH2:35][CH2:36][CH2:37][F:38].C(=O)([O-])[O-].[Cs+].[Cs+]. Product: [F:38][CH2:37][CH2:36][CH2:35][N:4]1[CH2:5][CH2:6][CH2:7][N:1]([C:8]2[CH:13]=[CH:12][C:11]([N:14]3[CH:23]=[CH:22][C:21]4[C:16](=[CH:17][CH:18]=[C:19]([O:24][CH2:25][C@@H:26]5[CH2:30][CH2:29][CH2:28][O:27]5)[CH:20]=4)[C:15]3=[O:31])=[CH:10][C:9]=2[O:32][CH3:33])[CH2:2][CH2:3]1. The catalyst class is: 3.